Dataset: Catalyst prediction with 721,799 reactions and 888 catalyst types from USPTO. Task: Predict which catalyst facilitates the given reaction. (1) Reactant: [Br:1][C:2]1[CH:3]=[C:4]([CH:12]2[C:17]([C:18]#[N:19])=[CH:16][O:15][CH:14]3[C:20]4[C:24](=[CH:25][CH:26]=[C:13]23)[N:23]=[CH:22][CH:21]=4)[CH:5]=[C:6]([O:10][CH3:11])[C:7]=1[O:8][CH3:9].Br[CH2:28][CH3:29].C(=O)([O-])[O-].[Cs+].[Cs+]. Product: [Br:1][C:2]1[CH:3]=[C:4]([CH:12]2[C:17]([C:18]#[N:19])=[CH:16][O:15][C:14]3[C:20]4[CH:21]=[CH:22][N:23]([CH2:28][CH3:29])[C:24]=4[CH:25]=[CH:26][C:13]2=3)[CH:5]=[C:6]([O:10][CH3:11])[C:7]=1[O:8][CH3:9]. The catalyst class is: 49. (2) Reactant: [F:1][C:2]1[CH:7]=[CH:6][C:5]([CH3:8])=[CH:4][C:3]=1[NH:9][C:10]([NH:12][C:13]1[CH:36]=[CH:35][C:16]([O:17][C:18]2[CH:23]=[CH:22][N:21]=[C:20]([C:24]3[NH:28][CH:27]=[C:26]([C:29]([NH:31][CH2:32][CH:33]=O)=[O:30])[CH:25]=3)[CH:19]=2)=[CH:15][CH:14]=1)=[O:11].[N:37]1([CH2:43][C:44]([O:46][CH2:47][CH3:48])=[O:45])[CH2:42][CH2:41][NH:40][CH2:39][CH2:38]1.C(O)(=O)C.C([BH3-])#N.[Na+].C1COCC1. Product: [F:1][C:2]1[CH:7]=[CH:6][C:5]([CH3:8])=[CH:4][C:3]=1[NH:9][C:10]([NH:12][C:13]1[CH:14]=[CH:15][C:16]([O:17][C:18]2[CH:23]=[CH:22][N:21]=[C:20]([C:24]3[NH:28][CH:27]=[C:26]([C:29]([NH:31][CH2:32][CH2:33][N:40]4[CH2:41][CH2:42][N:37]([CH2:43][C:44]([O:46][CH2:47][CH3:48])=[O:45])[CH2:38][CH2:39]4)=[O:30])[CH:25]=3)[CH:19]=2)=[CH:35][CH:36]=1)=[O:11]. The catalyst class is: 18. (3) Reactant: Br[C:2]1[CH:3]=[C:4]2[C:8](=[C:9]([C:11]([NH2:13])=[O:12])[CH:10]=1)[NH:7][CH:6]=[C:5]2[CH:14]1[CH2:19][CH2:18][N:17]([S:20]([CH2:23][CH3:24])(=[O:22])=[O:21])[CH2:16][CH2:15]1.C(=O)([O-])[O-].[Cs+].[Cs+].[CH3:31][N:32]([CH3:51])[S:33]([C:36]1[CH:41]=[CH:40][C:39](B2OC(C)(C)C(C)(C)O2)=[CH:38][CH:37]=1)(=[O:35])=[O:34]. Product: [CH3:51][N:32]([CH3:31])[S:33]([C:36]1[CH:37]=[CH:38][C:39]([C:2]2[CH:3]=[C:4]3[C:8](=[C:9]([C:11]([NH2:13])=[O:12])[CH:10]=2)[NH:7][CH:6]=[C:5]3[CH:14]2[CH2:15][CH2:16][N:17]([S:20]([CH2:23][CH3:24])(=[O:21])=[O:22])[CH2:18][CH2:19]2)=[CH:40][CH:41]=1)(=[O:34])=[O:35]. The catalyst class is: 73. (4) Reactant: [C:1]([O:5][C:6]([NH:8][CH:9]([C:13]1[CH:18]=[CH:17][C:16]([O:19][C:20]([F:23])([F:22])[F:21])=[C:15]([F:24])[CH:14]=1)[C:10]([OH:12])=[O:11])=[O:7])([CH3:4])([CH3:3])[CH3:2].CI.[C:27](=O)([O-])[O-].[K+].[K+].O. Product: [C:1]([O:5][C:6]([NH:8][CH:9]([C:13]1[CH:18]=[CH:17][C:16]([O:19][C:20]([F:21])([F:22])[F:23])=[C:15]([F:24])[CH:14]=1)[C:10]([O:12][CH3:27])=[O:11])=[O:7])([CH3:4])([CH3:2])[CH3:3]. The catalyst class is: 9. (5) Reactant: [CH3:1][N:2]1[CH2:6][CH2:5][CH2:4][CH:3]1[C:7]1[CH:8]=[CH:9][C:10]2[N:11]([CH:13]=[C:14]([C:16]([OH:18])=O)[N:15]=2)[CH:12]=1.CCN(C(C)C)C(C)C.CN(C(ON1N=NC2C=CC=NC1=2)=[N+](C)C)C.F[P-](F)(F)(F)(F)F.[NH2:52][CH:53]1[CH2:58][CH2:57][CH:56]([N:59]2[C:64](=[O:65])[C:63]3[CH:66]=[C:67]([F:70])[CH:68]=[N:69][C:62]=3[N:61]([CH:71]3[CH2:76][CH2:75][S:74][CH2:73][CH2:72]3)[C:60]2=[O:77])[CH2:55][CH2:54]1. Product: [F:70][C:67]1[CH:68]=[N:69][C:62]2[N:61]([CH:71]3[CH2:76][CH2:75][S:74][CH2:73][CH2:72]3)[C:60](=[O:77])[N:59]([C@@H:56]3[CH2:55][CH2:54][C@H:53]([NH:52][C:16]([C:14]4[N:15]=[C:10]5[CH:9]=[CH:8][C:7]([CH:3]6[CH2:4][CH2:5][CH2:6][N:2]6[CH3:1])=[CH:12][N:11]5[CH:13]=4)=[O:18])[CH2:58][CH2:57]3)[C:64](=[O:65])[C:63]=2[CH:66]=1. The catalyst class is: 18. (6) Reactant: [CH2:1]=O.[S:3](=[O:6])([OH:5])[O-:4].[Na+].[C:8]([OH:17])(=[O:16])[C:9]1[C:10](=[CH:12][CH:13]=[CH:14][CH:15]=1)[NH2:11].S(=O)(O)[O-].Cl. Product: [S:3]([CH2:1][NH:11][C:10]1[CH:12]=[CH:13][CH:14]=[CH:15][C:9]=1[C:8]([OH:17])=[O:16])([OH:5])(=[O:4])=[O:6]. The catalyst class is: 6. (7) Product: [NH2:1][C:2]([C:4]1[CH:5]=[C:6]([C:31]2[CH:32]=[CH:33][C:28]([F:27])=[CH:29][CH:30]=2)[CH:7]=[C:8]2[C:12]=1[NH:11][CH:10]=[C:9]2[CH:13]1[CH2:18][CH2:17][N:16]([C:19]([O:21][C:22]([CH3:25])([CH3:24])[CH3:23])=[O:20])[CH2:15][CH2:14]1)=[O:3]. The catalyst class is: 70. Reactant: [NH2:1][C:2]([C:4]1[CH:5]=[C:6](Br)[CH:7]=[C:8]2[C:12]=1[NH:11][CH:10]=[C:9]2[CH:13]1[CH2:18][CH2:17][N:16]([C:19]([O:21][C:22]([CH3:25])([CH3:24])[CH3:23])=[O:20])[CH2:15][CH2:14]1)=[O:3].[F:27][C:28]1[CH:33]=[CH:32][C:31](B(O)O)=[CH:30][CH:29]=1.C(=O)([O-])[O-].[K+].[K+].